Predict the reaction yield, written as a fraction of the theoretical maximum amount of product (1.0 means a 100% yield; for example, 0.34 means a 34% yield). From a dataset of Reaction yield outcomes from USPTO patents with 853,638 reactions. (1) The reactants are [CH3:1][CH:2]1[O:7][CH:6]([C:8]2[CH:13]=[CH:12][N:11]=[CH:10][C:9]=2[N+:14]([O-:16])=[O:15])[CH2:5][C:4]([O:17][Si](CC)(CC)CC)=[CH:3]1.CC1(C)O[O:27]1.C1CCCCC=1.Cl.[OH-].[Na+]. The catalyst is C(Cl)Cl. The product is [OH:27][CH:3]1[C:4](=[O:17])[CH2:5][CH:6]([C:8]2[CH:13]=[CH:12][N:11]=[CH:10][C:9]=2[N+:14]([O-:16])=[O:15])[O:7][CH:2]1[CH3:1]. The yield is 0.430. (2) The reactants are [OH:1][C:2]1[C:3]([C:8](=[O:10])[CH3:9])=[N:4][CH:5]=[CH:6][CH:7]=1.O=[C:12]1[CH2:17][CH2:16][N:15]([C:18]([O:20][C:21]([CH3:24])([CH3:23])[CH3:22])=[O:19])[CH2:14][CH2:13]1.N1CCCC1.Cl. The catalyst is CO. The product is [O:10]=[C:8]1[C:3]2=[N:4][CH:5]=[CH:6][CH:7]=[C:2]2[O:1][C:12]2([CH2:17][CH2:16][N:15]([C:18]([O:20][C:21]([CH3:24])([CH3:23])[CH3:22])=[O:19])[CH2:14][CH2:13]2)[CH2:9]1. The yield is 0.400. (3) The reactants are C(=O)([O-])[O-].[Cs+].[Cs+].[O:7]([C:14]1[C:15]([OH:24])=[N:16][CH:17]=[C:18]([C:20]([F:23])([F:22])[F:21])[CH:19]=1)[C:8]1[CH:13]=[CH:12][CH:11]=[CH:10][CH:9]=1.[CH2:25]([O:27][C:28](=[O:48])[CH2:29][S:30][C:31]1[CH:36]=[CH:35][C:34]([O:37][CH2:38][CH2:39][C@@H:40]([O:42]S(C)(=O)=O)[CH3:41])=[CH:33][C:32]=1[CH3:47])[CH3:26].C(OC(=O)C)C. The catalyst is CN(C=O)C.C(O)C. The product is [CH2:25]([O:27][C:28](=[O:48])[CH2:29][S:30][C:31]1[CH:36]=[CH:35][C:34]([O:37][CH2:38][CH2:39][C@@H:40]([O:24][C:15]2[C:14]([O:7][C:8]3[CH:9]=[CH:10][CH:11]=[CH:12][CH:13]=3)=[CH:19][C:18]([C:20]([F:23])([F:21])[F:22])=[CH:17][N:16]=2)[CH3:41])=[CH:33][C:32]=1[CH3:47])[CH3:26].[CH3:47][C:32]1[CH:33]=[C:34]([O:37][CH2:38][CH2:39][C@@H:40]([O:42][C:15]2[C:14]([O:7][C:8]3[CH:13]=[CH:12][CH:11]=[CH:10][CH:9]=3)=[CH:19][C:18]([C:20]([F:21])([F:22])[F:23])=[CH:17][N:16]=2)[CH3:41])[CH:35]=[CH:36][C:31]=1[S:30][CH2:29][C:28]([OH:27])=[O:48]. The yield is 0.300. (4) The reactants are Br[C:2]1[C:14]2[C:13]3[C:8](=[CH:9][C:10]([C:15]([OH:18])([CH3:17])[CH3:16])=[CH:11][CH:12]=3)[NH:7][C:6]=2[C:5]([C:19]([NH2:21])=[O:20])=[CH:4][C:3]=1[Cl:22].[F:23][C:24]1[CH:29]=[CH:28][C:27]([N:30]2[CH:35]=[CH:34][C:33](=[O:36])[N:32]([C:37]3[CH:42]=[CH:41][CH:40]=[C:39](B4OC(C)(C)C(C)(C)O4)[C:38]=3[CH3:52])[C:31]2=[O:53])=[CH:26][CH:25]=1.C([O-])([O-])=O.[Na+].[Na+]. The catalyst is C1(C)C=CC=CC=1.C(O)C.C1C=CC([P]([Pd]([P](C2C=CC=CC=2)(C2C=CC=CC=2)C2C=CC=CC=2)([P](C2C=CC=CC=2)(C2C=CC=CC=2)C2C=CC=CC=2)[P](C2C=CC=CC=2)(C2C=CC=CC=2)C2C=CC=CC=2)(C2C=CC=CC=2)C2C=CC=CC=2)=CC=1. The product is [Cl:22][C:3]1[CH:4]=[C:5]([C:19]([NH2:21])=[O:20])[C:6]2[NH:7][C:8]3[C:13]([C:14]=2[C:2]=1[C:39]1[CH:40]=[CH:41][CH:42]=[C:37]([N:32]2[C:33](=[O:36])[CH:34]=[CH:35][N:30]([C:27]4[CH:28]=[CH:29][C:24]([F:23])=[CH:25][CH:26]=4)[C:31]2=[O:53])[C:38]=1[CH3:52])=[CH:12][CH:11]=[C:10]([C:15]([OH:18])([CH3:17])[CH3:16])[CH:9]=3. The yield is 0.490. (5) The reactants are [OH-].[Na+].C([O:5][C:6]([C:8]1[N:9]=[C:10]([SH:16])[S:11][C:12]=1[CH:13]([CH3:15])[CH3:14])=[O:7])C. The catalyst is CO.O. The product is [CH:13]([C:12]1[S:11][C:10]([SH:16])=[N:9][C:8]=1[C:6]([OH:7])=[O:5])([CH3:15])[CH3:14]. The yield is 0.570.